This data is from M1 muscarinic receptor antagonist screen with 61,756 compounds. The task is: Binary Classification. Given a drug SMILES string, predict its activity (active/inactive) in a high-throughput screening assay against a specified biological target. (1) The molecule is FC(F)(F)c1cc(NC(=O)C)c(OCC)cc1. The result is 0 (inactive). (2) The molecule is O=c1n2c(nc3n(Cc4cccnc4)c(=N)c(cc13)C(=O)NCc1cc3OCOc3cc1)cccc2. The result is 0 (inactive).